From a dataset of Catalyst prediction with 721,799 reactions and 888 catalyst types from USPTO. Predict which catalyst facilitates the given reaction. (1) Reactant: C[Si](C)(C)CCOC([N:8]1[CH2:13][CH2:12][CH:11]([C:14]2[CH:19]=[CH:18][CH:17]=[C:16]([CH2:20][NH:21][C:22]([O:24][C:25]([CH3:28])([CH3:27])[CH3:26])=[O:23])[CH:15]=2)[CH2:10][CH2:9]1)=O.[F-].C([N+](CCCC)(CCCC)CCCC)CCC. Product: [C:25]([O:24][C:22](=[O:23])[NH:21][CH2:20][C:16]1[CH:17]=[CH:18][CH:19]=[C:14]([CH:11]2[CH2:12][CH2:13][NH:8][CH2:9][CH2:10]2)[CH:15]=1)([CH3:28])([CH3:26])[CH3:27]. The catalyst class is: 7. (2) Reactant: [CH:1]1([CH2:5][N:6]2[C:10]3[CH:11]=[CH:12][C:13]([N+:15]([O-])=O)=[CH:14][C:9]=3[N:8]=[N:7]2)[CH2:4][CH2:3][CH2:2]1. Product: [CH:1]1([CH2:5][N:6]2[C:10]3[CH:11]=[CH:12][C:13]([NH2:15])=[CH:14][C:9]=3[N:8]=[N:7]2)[CH2:2][CH2:3][CH2:4]1. The catalyst class is: 63. (3) Reactant: O.[NH2:2][NH2:3].F[C:5]1[C:12]([F:13])=[C:11]([F:14])[CH:10]=[CH:9][C:6]=1[C:7]#[N:8].C(OCC)(=O)C.O1CCCC1. Product: [F:14][C:11]1[C:12]([F:13])=[C:5]2[C:6]([C:7]([NH2:8])=[N:2][NH:3]2)=[CH:9][CH:10]=1. The catalyst class is: 40. (4) Reactant: I[CH2:2][CH3:3].[CH3:4][S:5][C:6]1[N:7]=[CH:8][C:9]2[C:15](=[O:16])[NH:14][CH:13]=[CH:12][C:10]=2[N:11]=1.C(=O)([O-])[O-].[Cs+].[Cs+]. Product: [CH2:13]([N:14]1[CH:3]=[CH:2][C:10]2[N:11]=[C:6]([S:5][CH3:4])[N:7]=[CH:8][C:9]=2[C:15]1=[O:16])[CH3:12]. The catalyst class is: 35.